From a dataset of NCI-60 drug combinations with 297,098 pairs across 59 cell lines. Regression. Given two drug SMILES strings and cell line genomic features, predict the synergy score measuring deviation from expected non-interaction effect. (1) Drug 1: C(CN)CNCCSP(=O)(O)O. Drug 2: CC1CCCC2(C(O2)CC(NC(=O)CC(C(C(=O)C(C1O)C)(C)C)O)C(=CC3=CSC(=N3)C)C)C. Cell line: MALME-3M. Synergy scores: CSS=32.0, Synergy_ZIP=1.81, Synergy_Bliss=1.59, Synergy_Loewe=-7.84, Synergy_HSA=2.56. (2) Drug 1: CC12CCC(CC1=CCC3C2CCC4(C3CC=C4C5=CN=CC=C5)C)O. Drug 2: CC1=CC=C(C=C1)C2=CC(=NN2C3=CC=C(C=C3)S(=O)(=O)N)C(F)(F)F. Cell line: HCT-15. Synergy scores: CSS=8.40, Synergy_ZIP=-1.49, Synergy_Bliss=3.28, Synergy_Loewe=0.821, Synergy_HSA=1.93. (3) Drug 1: C1=CC(=C2C(=C1NCCNCCO)C(=O)C3=C(C=CC(=C3C2=O)O)O)NCCNCCO. Drug 2: C1=CN(C(=O)N=C1N)C2C(C(C(O2)CO)O)O.Cl. Cell line: MDA-MB-435. Synergy scores: CSS=26.4, Synergy_ZIP=-7.30, Synergy_Bliss=5.54, Synergy_Loewe=0.549, Synergy_HSA=5.26. (4) Drug 2: C#CCC(CC1=CN=C2C(=N1)C(=NC(=N2)N)N)C3=CC=C(C=C3)C(=O)NC(CCC(=O)O)C(=O)O. Synergy scores: CSS=7.10, Synergy_ZIP=-1.24, Synergy_Bliss=0.632, Synergy_Loewe=-3.98, Synergy_HSA=-0.869. Drug 1: CC12CCC3C(C1CCC2O)C(CC4=C3C=CC(=C4)O)CCCCCCCCCS(=O)CCCC(C(F)(F)F)(F)F. Cell line: COLO 205. (5) Drug 1: C1CCC(C1)C(CC#N)N2C=C(C=N2)C3=C4C=CNC4=NC=N3. Drug 2: CC12CCC3C(C1CCC2OP(=O)(O)O)CCC4=C3C=CC(=C4)OC(=O)N(CCCl)CCCl.[Na+]. Cell line: HL-60(TB). Synergy scores: CSS=-14.2, Synergy_ZIP=1.81, Synergy_Bliss=-10.6, Synergy_Loewe=-21.2, Synergy_HSA=-21.4. (6) Drug 1: C#CCC(CC1=CN=C2C(=N1)C(=NC(=N2)N)N)C3=CC=C(C=C3)C(=O)NC(CCC(=O)O)C(=O)O. Drug 2: C1=NNC2=C1C(=O)NC=N2. Cell line: SNB-75. Synergy scores: CSS=40.6, Synergy_ZIP=-1.06, Synergy_Bliss=-0.376, Synergy_Loewe=-73.8, Synergy_HSA=-1.51. (7) Drug 1: CC1=C(C=C(C=C1)NC2=NC=CC(=N2)N(C)C3=CC4=NN(C(=C4C=C3)C)C)S(=O)(=O)N.Cl. Drug 2: CC1OCC2C(O1)C(C(C(O2)OC3C4COC(=O)C4C(C5=CC6=C(C=C35)OCO6)C7=CC(=C(C(=C7)OC)O)OC)O)O. Cell line: A498. Synergy scores: CSS=27.0, Synergy_ZIP=3.41, Synergy_Bliss=4.24, Synergy_Loewe=-11.4, Synergy_HSA=1.54.